This data is from Reaction yield outcomes from USPTO patents with 853,638 reactions. The task is: Predict the reaction yield, written as a fraction of the theoretical maximum amount of product (1.0 means a 100% yield; for example, 0.34 means a 34% yield). (1) The reactants are Br[C:2]1[C:7]2[C:8]([C:15]3[CH:16]=[C:17]([CH:20]=[CH:21][CH:22]=3)[C:18]#[N:19])=[N:9][CH2:10][C:11](=[O:14])[N:12]([CH3:13])[C:6]=2[CH:5]=[C:4]([O:23][CH3:24])[C:3]=1[O:25][CH3:26].Br[C:28]1[C:38]2N(C)C(=O)CN=C([C:28]3[CH:38]=[C:32]([CH:31]=[CH:30][CH:29]=3)C#N)[C:32]=2[CH:31]=[C:30](OC)[C:29]=1OC. No catalyst specified. The product is [CH3:26][O:25][C:3]1[C:4]([O:23][CH3:24])=[C:5]([C:28]2[CH:38]=[CH:32][CH:31]=[CH:30][CH:29]=2)[C:6]2[N:12]([CH3:13])[C:11](=[O:14])[CH2:10][N:9]=[C:8]([C:15]3[CH:16]=[C:17]([CH:20]=[CH:21][CH:22]=3)[C:18]#[N:19])[C:7]=2[CH:2]=1. The yield is 0.510. (2) The reactants are [CH2:1]([O:3][C:4](=[O:14])[CH2:5][CH2:6][CH2:7][CH2:8]/[CH:9]=[CH:10]/[CH:11]1[CH2:13][S:12]1)[CH3:2].S1CC1. The catalyst is C1C=CC=CC=1. The product is [S:12]1[CH2:13][CH:11]=[CH:10][CH:9]1[CH2:8][CH2:7][CH2:6][CH2:5][C:4]([O:3][CH2:1][CH3:2])=[O:14]. The yield is 0.800.